From a dataset of Full USPTO retrosynthesis dataset with 1.9M reactions from patents (1976-2016). Predict the reactants needed to synthesize the given product. (1) Given the product [CH2:1]([O:3][C:4](=[O:37])[C:5]([C:7]1[CH:12]=[CH:11][C:10]([Cl:13])=[C:9]([NH:14][C:15](=[O:36])[C:16]2[CH:21]=[CH:20][C:19]([O:22][CH2:23][C@@H:24]3[CH2:29][N:28]([CH3:30])[C:27]4[CH:31]=[CH:32][CH:33]=[CH:34][C:26]=4[O:25]3)=[CH:18][C:17]=2[Cl:35])[CH:8]=1)=[O:6])[CH3:2], predict the reactants needed to synthesize it. The reactants are: [CH2:1]([O:3][C:4](=[O:37])[CH:5]([C:7]1[CH:12]=[CH:11][C:10]([Cl:13])=[C:9]([NH:14][C:15](=[O:36])[C:16]2[CH:21]=[CH:20][C:19]([O:22][CH2:23][C@@H:24]3[CH2:29][N:28]([CH3:30])[C:27]4[CH:31]=[CH:32][CH:33]=[CH:34][C:26]=4[O:25]3)=[CH:18][C:17]=2[Cl:35])[CH:8]=1)[OH:6])[CH3:2].C(N(C(C)C)CC)(C)C.CS(C)=O.C(OCC)(=O)C. (2) Given the product [ClH:26].[CH3:1][N:2]([CH3:25])[C:3]([C:5]1[N:6]=[C:7]([C:21]([F:24])([F:22])[F:23])[N:8]2[CH2:13][CH2:12][NH:11][CH2:10][C:9]=12)=[O:4], predict the reactants needed to synthesize it. The reactants are: [CH3:1][N:2]([CH3:25])[C:3]([C:5]1[N:6]=[C:7]([C:21]([F:24])([F:23])[F:22])[N:8]2[CH2:13][CH2:12][N:11](C(OC(C)(C)C)=O)[CH2:10][C:9]=12)=[O:4].[ClH:26]. (3) The reactants are: Br[CH2:2][CH2:3][CH2:4][O:5][CH2:6][C:7]1[CH:12]=[CH:11][CH:10]=[CH:9][CH:8]=1.BrCC1OC(C(F)(F)F)=CC=1.[NH:24]1[C:32]2[C:27](=[CH:28][CH:29]=[CH:30][CH:31]=2)[C:26]2([C:44]3[C:35](=[CH:36][C:37]4[O:42][CH2:41][CH2:40][O:39][C:38]=4[CH:43]=3)[O:34][CH2:33]2)[C:25]1=[O:45].CC1C2C=C3C4(C5C(=CC=CC=5)NC4=O)COC3=CC=2ON=1. Given the product [CH2:6]([O:5][CH2:4][CH2:3][CH2:2][N:24]1[C:32]2[C:27](=[CH:28][CH:29]=[CH:30][CH:31]=2)[C:26]2([C:44]3[C:35](=[CH:36][C:37]4[O:42][CH2:41][CH2:40][O:39][C:38]=4[CH:43]=3)[O:34][CH2:33]2)[C:25]1=[O:45])[C:7]1[CH:12]=[CH:11][CH:10]=[CH:9][CH:8]=1, predict the reactants needed to synthesize it. (4) The reactants are: Cl.Cl.[NH:3]1[CH2:6][CH:5]([N:7]2[CH:11]=[C:10]([NH:12][C:13]3[N:18]=[C:17]([N:19]4[CH2:23][CH2:22][C@:21]([CH2:26][CH3:27])([C:24]#[N:25])[C:20]4=[O:28])[CH:16]=[CH:15][N:14]=3)[CH:9]=[N:8]2)[CH2:4]1.C(N(CC)CC)C.[CH3:36][S:37](Cl)(=[O:39])=[O:38].O. Given the product [CH2:26]([C@:21]1([C:24]#[N:25])[CH2:22][CH2:23][N:19]([C:17]2[CH:16]=[CH:15][N:14]=[C:13]([NH:12][C:10]3[CH:9]=[N:8][N:7]([CH:5]4[CH2:6][N:3]([S:37]([CH3:36])(=[O:39])=[O:38])[CH2:4]4)[CH:11]=3)[N:18]=2)[C:20]1=[O:28])[CH3:27], predict the reactants needed to synthesize it. (5) Given the product [Br:16][C:6]1[CH:5]=[C:4]([CH:9]=[C:8]([C:10]2[CH:11]=[N:12][CH:13]=[CH:14][CH:15]=2)[CH:7]=1)[C:3]([OH:17])=[O:2], predict the reactants needed to synthesize it. The reactants are: C[O:2][C:3](=[O:17])[C:4]1[CH:9]=[C:8]([C:10]2[CH:11]=[N:12][CH:13]=[CH:14][CH:15]=2)[CH:7]=[C:6]([Br:16])[CH:5]=1.[OH-].[Na+]. (6) Given the product [C:12]([O:11][C:9]([NH:16][C@H:17]([C:18]([OH:20])=[O:19])[CH2:21][C:22]1[CH:23]=[CH:24][C:25]([B:28]([OH:30])[OH:29])=[CH:26][CH:27]=1)=[O:10])([CH3:13])([CH3:14])[CH3:15], predict the reactants needed to synthesize it. The reactants are: [C:12]([O:11][C:9](O[C:9]([O:11][C:12]([CH3:15])([CH3:14])[CH3:13])=[O:10])=[O:10])([CH3:15])([CH3:14])[CH3:13].[NH2:16][C@@H:17]([CH2:21][C:22]1[CH:27]=[CH:26][C:25]([B:28]([OH:30])[OH:29])=[CH:24][CH:23]=1)[C:18]([OH:20])=[O:19]. (7) Given the product [Br:1][C:2]1[C:3]([F:12])=[CH:4][C:5]([N:17]([CH2:18][CH:19]([CH3:21])[CH3:20])[CH2:13][CH:14]([CH3:16])[CH3:15])=[C:6]([N+:8]([O-:10])=[O:9])[CH:7]=1, predict the reactants needed to synthesize it. The reactants are: [Br:1][C:2]1[CH:7]=[C:6]([N+:8]([O-:10])=[O:9])[C:5](F)=[CH:4][C:3]=1[F:12].[CH2:13]([NH:17][CH2:18][CH:19]([CH3:21])[CH3:20])[CH:14]([CH3:16])[CH3:15].CCN(C(C)C)C(C)C.